The task is: Regression/Classification. Given a drug SMILES string, predict its absorption, distribution, metabolism, or excretion properties. Task type varies by dataset: regression for continuous measurements (e.g., permeability, clearance, half-life) or binary classification for categorical outcomes (e.g., BBB penetration, CYP inhibition). Dataset: cyp3a4_veith.. This data is from CYP3A4 inhibition data for predicting drug metabolism from PubChem BioAssay. (1) The drug is CCOC(=O)[C@H](N)/C=C(\C)CP(=O)(O)O. The result is 0 (non-inhibitor). (2) The molecule is O=C(CSCc1c(F)cccc1Cl)NCC1CCCO1. The result is 0 (non-inhibitor).